This data is from Catalyst prediction with 721,799 reactions and 888 catalyst types from USPTO. The task is: Predict which catalyst facilitates the given reaction. (1) Reactant: Br[CH2:2][CH2:3][CH2:4][Cl:5].[Cl:6][C:7]1[CH:12]=[C:11]([C:13]([F:16])([F:15])[F:14])[CH:10]=[C:9]([Cl:17])[C:8]=1[N:18]1[C:22]([NH:23][CH3:24])=[C:21]([S:25][C:26]([F:29])([F:28])[F:27])[C:20]([C:30]#[N:31])=[N:19]1.[H-].[Na+].CCCCCCC.C(OCC)(=O)C. Product: [Cl:5][CH2:4][CH2:3][CH2:2][N:23]([C:22]1[N:18]([C:8]2[C:9]([Cl:17])=[CH:10][C:11]([C:13]([F:14])([F:15])[F:16])=[CH:12][C:7]=2[Cl:6])[N:19]=[C:20]([C:30]#[N:31])[C:21]=1[S:25][C:26]([F:29])([F:28])[F:27])[CH3:24]. The catalyst class is: 30. (2) Reactant: [CH3:1][O:2][C:3]1[CH:4]=[C:5]([C:11]2[C:19]3[C:14](=[CH:15][CH:16]=[C:17]([C:20]#[N:21])[CH:18]=3)[NH:13][N:12]=2)[CH:6]=[CH:7][C:8]=1[O:9][CH3:10].[OH-:22].[Na+].O.Cl. Product: [CH3:1][O:2][C:3]1[CH:4]=[C:5]([C:11]2[C:19]3[C:14](=[CH:15][CH:16]=[C:17]([C:20]([NH2:21])=[O:22])[CH:18]=3)[NH:13][N:12]=2)[CH:6]=[CH:7][C:8]=1[O:9][CH3:10]. The catalyst class is: 8. (3) Reactant: [NH2:1][C:2]1[C:11]([NH2:12])=[CH:10][C:9]([Br:13])=[C:8]([O:14][CH3:15])[C:3]=1[C:4]([O:6][CH3:7])=[O:5].O.[F:17][C:18]1[CH:23]=[CH:22][C:21]([C:24]([CH:26]=O)=O)=[CH:20][CH:19]=1. Product: [Br:13][C:9]1[C:8]([O:14][CH3:15])=[C:3]([C:4]([O:6][CH3:7])=[O:5])[C:2]2[N:1]=[C:24]([C:21]3[CH:22]=[CH:23][C:18]([F:17])=[CH:19][CH:20]=3)[CH:26]=[N:12][C:11]=2[CH:10]=1. The catalyst class is: 5. (4) Reactant: [Cl:1][C:2]1[N:11]=[C:10]([NH:12][CH2:13][CH:14]2[CH2:19][CH:18]([OH:20])[CH2:17][N:16]([C:21]([O:23][C:24]([CH3:27])([CH3:26])[CH3:25])=[O:22])[CH2:15]2)[C:9]2[C:4](=[N:5][CH:6]=[CH:7][N:8]=2)[CH:3]=1.CC(OI1(OC(C)=O)(OC(C)=O)OC(=O)C2C=CC=CC1=2)=O. The catalyst class is: 96. Product: [Cl:1][C:2]1[N:11]=[C:10]([NH:12][CH2:13][CH:14]2[CH2:19][C:18](=[O:20])[CH2:17][N:16]([C:21]([O:23][C:24]([CH3:27])([CH3:26])[CH3:25])=[O:22])[CH2:15]2)[C:9]2[C:4](=[N:5][CH:6]=[CH:7][N:8]=2)[CH:3]=1. (5) The catalyst class is: 161. Reactant: [NH2:1][C:2]1[C:3]([C:16]#[N:17])=[N:4][C:5]([C:8]2[CH:13]=[CH:12][CH:11]=[C:10]([CH2:14][OH:15])[CH:9]=2)=[CH:6][N:7]=1.[C:18]([NH:26][NH2:27])(=O)[C:19]1[CH:24]=[CH:23][CH:22]=[CH:21][CH:20]=1.CN(C=O)C.C. Product: [NH2:1][C:2]1[N:7]=[CH:6][C:5]([C:8]2[CH:9]=[C:10]([CH2:14][OH:15])[CH:11]=[CH:12][CH:13]=2)=[N:4][C:3]=1[C:16]1[NH:17][C:18]([C:19]2[CH:24]=[CH:23][CH:22]=[CH:21][CH:20]=2)=[N:26][N:27]=1. (6) Reactant: [CH3:1][O:2][C:3]([C:5]1[S:9][C:8](/[CH:10]=[CH:11]\[CH2:12][N:13]2[C:17](=[O:18])[CH2:16][CH2:15][C@@H:14]2[C:19]([O:21]C(C)(C)C)=[O:20])=[CH:7][CH:6]=1)=[O:4].FC(F)(F)C(O)=O. Product: [CH3:1][O:2][C:3]([C:5]1[S:9][C:8](/[CH:10]=[CH:11]\[CH2:12][N:13]2[C:17](=[O:18])[CH2:16][CH2:15][C@@H:14]2[C:19]([OH:21])=[O:20])=[CH:7][CH:6]=1)=[O:4]. The catalyst class is: 429. (7) Reactant: [CH:1]1([CH:7](O)[C:8]2[CH:9]=[C:10]([C:15]3(O)[CH2:20][CH2:19][S:18][CH2:17][CH2:16]3)[S:11][C:12]=2[CH2:13][CH3:14])[CH2:6][CH2:5][CH2:4][CH2:3][CH2:2]1.S(Cl)([Cl:25])=O.C(=O)([O-])O.[Na+]. Product: [Cl:25][CH:7]([CH:1]1[CH2:6][CH2:5][CH2:4][CH2:3][CH2:2]1)[C:8]1[CH:9]=[C:10]([C:15]2[CH2:20][CH2:19][S:18][CH2:17][CH:16]=2)[S:11][C:12]=1[CH2:13][CH3:14]. The catalyst class is: 11. (8) The catalyst class is: 17. Reactant: C1C[O:4][CH2:3]C1.C(N1C=CN=C1)(N1C=CN=C1)=O.[Cl:18][C:19]1[C:28]([NH2:29])=[C:27]([NH:30][CH2:31][CH:32]2[CH2:37][CH2:36][O:35][CH2:34][CH2:33]2)[C:26]2[C:21](=[CH:22][CH:23]=[CH:24][CH:25]=2)[N:20]=1.O. Product: [Cl:18][C:19]1[C:28]2[N:29]=[C:3]([OH:4])[N:30]([CH2:31][CH:32]3[CH2:37][CH2:36][O:35][CH2:34][CH2:33]3)[C:27]=2[C:26]2[CH:25]=[CH:24][CH:23]=[CH:22][C:21]=2[N:20]=1. (9) Reactant: Br[CH2:2][C:3]1[CH:4]=[C:5]([CH:8]=[CH:9][CH:10]=1)[C:6]#[N:7].[C-:11]#[N:12].[K+].CCOC(C)=O. Product: [C:11]([CH2:2][C:3]1[CH:4]=[C:5]([CH:8]=[CH:9][CH:10]=1)[C:6]#[N:7])#[N:12]. The catalyst class is: 18. (10) Reactant: [CH2:1](B(O)O)[C:2]1[CH:7]=[CH:6][CH:5]=[CH:4][CH:3]=1.Br[C:12]1[CH:19]=[CH:18][C:15]([CH:16]=[O:17])=[C:14]([O:20][CH3:21])[CH:13]=1.[F-].[Cs+].C([O-])([O-])=O.[K+].[K+]. Product: [CH2:1]([C:12]1[CH:19]=[CH:18][C:15]([CH:16]=[O:17])=[C:14]([O:20][CH3:21])[CH:13]=1)[C:2]1[CH:7]=[CH:6][CH:5]=[CH:4][CH:3]=1. The catalyst class is: 75.